This data is from Full USPTO retrosynthesis dataset with 1.9M reactions from patents (1976-2016). The task is: Predict the reactants needed to synthesize the given product. Given the product [F:11][C:12]([F:23])([F:22])[C:13]1[CH:18]=[CH:17][C:16]([C:2]2[CH:7]=[CH:6][C:5]([CH2:8][CH2:9][OH:10])=[CH:4][CH:3]=2)=[CH:15][CH:14]=1, predict the reactants needed to synthesize it. The reactants are: Br[C:2]1[CH:7]=[CH:6][C:5]([CH2:8][CH2:9][OH:10])=[CH:4][CH:3]=1.[F:11][C:12]([F:23])([F:22])[C:13]1[CH:18]=[CH:17][C:16](B(O)O)=[CH:15][CH:14]=1.C(=O)([O-])[O-].[Na+].[Na+].